This data is from Catalyst prediction with 721,799 reactions and 888 catalyst types from USPTO. The task is: Predict which catalyst facilitates the given reaction. Reactant: Br[C:2]1[CH:3]=[CH:4][C:5]([F:8])=[N:6][CH:7]=1.C([Li])CCC.CN(CCN(C)C)C.[CH2:22]1[O:32][C:25]2([CH2:30][CH2:29][C:28](=[O:31])[CH2:27][CH2:26]2)[O:24][CH2:23]1. Product: [F:8][C:5]1[N:6]=[CH:7][C:2]([C:28]2([OH:31])[CH2:29][CH2:30][C:25]3([O:32][CH2:22][CH2:23][O:24]3)[CH2:26][CH2:27]2)=[CH:3][CH:4]=1. The catalyst class is: 332.